The task is: Predict the product of the given reaction.. This data is from Forward reaction prediction with 1.9M reactions from USPTO patents (1976-2016). (1) The product is: [CH2:1]([N:8]([CH2:22][CH:23]=[O:24])[C:9](=[O:21])[CH2:10][CH2:11][O:12][CH2:13][CH2:14][C:15]1[CH:16]=[CH:17][CH:18]=[CH:19][CH:20]=1)[C:2]1[CH:3]=[CH:4][CH:5]=[CH:6][CH:7]=1. Given the reactants [CH2:1]([N:8]([CH2:22][CH:23](OCC)[O:24]CC)[C:9](=[O:21])[CH2:10][CH2:11][O:12][CH2:13][CH2:14][C:15]1[CH:20]=[CH:19][CH:18]=[CH:17][CH:16]=1)[C:2]1[CH:7]=[CH:6][CH:5]=[CH:4][CH:3]=1.Cl.ClCCl, predict the reaction product. (2) Given the reactants [CH2:1]1[CH:9]2[CH:4]([CH:5]3[CH2:10][CH:8]2[CH2:7][CH:6]3[NH:11][CH2:12][C:13]2[CH:14]=[C:15]([CH:23]=[CH:24][CH:25]=2)[C:16]([O:18]CCCC)=[O:17])[CH2:3][CH2:2]1.[OH-].[Na+], predict the reaction product. The product is: [CH2:1]1[CH:9]2[CH:4]([CH:5]3[CH2:10][CH:8]2[CH2:7][CH:6]3[NH:11][CH2:12][C:13]2[CH:14]=[C:15]([CH:23]=[CH:24][CH:25]=2)[C:16]([OH:18])=[O:17])[CH2:3][CH2:2]1.